Task: Predict the product of the given reaction.. Dataset: Forward reaction prediction with 1.9M reactions from USPTO patents (1976-2016) (1) Given the reactants [C:1]([NH:4][C:5]1[CH:13]=[CH:12][CH:11]=[C:10]2[C:6]=1[C:7](=[O:33])[N:8]([CH:15]([C:20]1[CH:25]=[CH:24][C:23]([O:26][CH:27]([F:29])[F:28])=[C:22]([O:30][CH2:31][CH3:32])[CH:21]=1)[CH2:16][C:17](O)=[O:18])[C:9]2=[O:14])(=[O:3])[CH3:2].C1N=[CH:37][N:36](C(N2C=NC=C2)=O)[CH:35]=1.CNC, predict the reaction product. The product is: [C:1]([NH:4][C:5]1[CH:13]=[CH:12][CH:11]=[C:10]2[C:6]=1[C:7](=[O:33])[N:8]([CH:15]([C:20]1[CH:25]=[CH:24][C:23]([O:26][CH:27]([F:28])[F:29])=[C:22]([O:30][CH2:31][CH3:32])[CH:21]=1)[CH2:16][C:17]([N:36]([CH3:37])[CH3:35])=[O:18])[C:9]2=[O:14])(=[O:3])[CH3:2]. (2) Given the reactants C[O:2][C:3](=O)[CH2:4][C:5](=O)[CH3:6].Br[CH2:10][C:11]([C:13]1[CH:18]=[C:17]([C:19]([F:22])([F:21])[F:20])[CH:16]=[CH:15][C:14]=1[Cl:23])=O.[NH2:24][CH2:25][C@H:26]1[CH2:31][CH2:30][CH2:29][CH2:28][C@H:27]1[OH:32].[CH:33]1([NH2:39])[CH2:38][CH2:37][CH2:36][CH2:35][CH2:34]1, predict the reaction product. The product is: [CH:33]1([NH:39][C:3]([C:4]2[CH:10]=[C:11]([C:13]3[CH:18]=[C:17]([C:19]([F:22])([F:21])[F:20])[CH:16]=[CH:15][C:14]=3[Cl:23])[N:24]([CH2:25][CH:26]3[CH2:31][CH2:30][CH2:29][CH2:28][CH:27]3[OH:32])[C:5]=2[CH3:6])=[O:2])[CH2:38][CH2:37][CH2:36][CH2:35][CH2:34]1. (3) Given the reactants [C:1]([C:4]1[CH:5]=[N:6][CH:7]=[C:8](Br)[CH:9]=1)(=[O:3])C.[OH-].[Na+].O.NN.[CH:16]([Mg]Cl)(C)[CH3:17], predict the reaction product. The product is: [CH2:16]([C:8]1[CH:7]=[N:6][CH:5]=[C:4]([CH:1]=[O:3])[CH:9]=1)[CH3:17].